Dataset: Full USPTO retrosynthesis dataset with 1.9M reactions from patents (1976-2016). Task: Predict the reactants needed to synthesize the given product. Given the product [C:20]([NH:19][C:15]1[CH:14]=[C:13]([C:12]#[C:11][C:6]2[C:5]([NH:23][C:26](=[O:27])[C:25]([F:36])([F:35])[F:24])=[C:4]([C:1](=[O:3])[CH3:2])[CH:9]=[C:8]([Br:10])[N:7]=2)[CH:18]=[CH:17][N:16]=1)(=[O:22])[CH3:21], predict the reactants needed to synthesize it. The reactants are: [C:1]([C:4]1[CH:9]=[C:8]([Br:10])[N:7]=[C:6]([C:11]#[C:12][C:13]2[CH:18]=[CH:17][N:16]=[C:15]([NH:19][C:20](=[O:22])[CH3:21])[CH:14]=2)[C:5]=1[NH2:23])(=[O:3])[CH3:2].[F:24][C:25]([F:36])([F:35])[C:26](O[C:26](=[O:27])[C:25]([F:36])([F:35])[F:24])=[O:27].